Dataset: Catalyst prediction with 721,799 reactions and 888 catalyst types from USPTO. Task: Predict which catalyst facilitates the given reaction. Reactant: [F:1][C:2]1([F:38])[O:6][C:5]2[CH:7]=[CH:8][C:9]([C:11]3([C:14]([NH:16][C@H:17]4[C:26]5[C:21](=[CH:22][CH:23]=[CH:24][CH:25]=5)[O:20][C@@H:19]([C:27]5[N:32]=[CH:31][C:30]([C:33]([O:35]CC)=[O:34])=[CH:29][CH:28]=5)[CH2:18]4)=[O:15])[CH2:13][CH2:12]3)=[CH:10][C:4]=2[O:3]1. Product: [F:38][C:2]1([F:1])[O:6][C:5]2[CH:7]=[CH:8][C:9]([C:11]3([C:14]([NH:16][C@H:17]4[C:26]5[C:21](=[CH:22][CH:23]=[CH:24][CH:25]=5)[O:20][C@@H:19]([C:27]5[N:32]=[CH:31][C:30]([C:33]([OH:35])=[O:34])=[CH:29][CH:28]=5)[CH2:18]4)=[O:15])[CH2:13][CH2:12]3)=[CH:10][C:4]=2[O:3]1. The catalyst class is: 702.